From a dataset of Full USPTO retrosynthesis dataset with 1.9M reactions from patents (1976-2016). Predict the reactants needed to synthesize the given product. (1) Given the product [CH3:23][C:24]([CH3:29])([CH3:28])[C:25]([O:27][CH2:30][N:12]1[C:11]2[N:10]=[CH:9][N:8]([CH2:1][C:2]3[CH:7]=[CH:6][CH:5]=[CH:4][CH:3]=3)[C:16]=2[C:15](=[O:17])[NH:14][C:13]1=[O:18])=[O:26], predict the reactants needed to synthesize it. The reactants are: [CH2:1]([N:8]1[C:16]2[C:15](=[O:17])[NH:14][C:13](=[O:18])[NH:12][C:11]=2[N:10]=[CH:9]1)[C:2]1[CH:7]=[CH:6][CH:5]=[CH:4][CH:3]=1.[H-].[Na+].ClC[CH2:23][C:24]([CH3:29])([CH3:28])[C:25]([O-:27])=[O:26].[CH3:30]N(C)C=O. (2) Given the product [C:1]([O:5][C:6]([NH:8][C@@H:9]1[CH2:12][C@H:11]([C:13]([O:15][CH2:30][C:27]2[CH:28]=[CH:29][CH:24]=[CH:25][CH:26]=2)=[O:14])[C:10]1([CH3:17])[CH3:16])=[O:7])([CH3:4])([CH3:2])[CH3:3], predict the reactants needed to synthesize it. The reactants are: [C:1]([O:5][C:6]([NH:8][C@@H:9]1[CH2:12][C@H:11]([C:13]([OH:15])=[O:14])[C:10]1([CH3:17])[CH3:16])=[O:7])([CH3:4])([CH3:3])[CH3:2].C([O-])([O-])=O.[Cs+].[Cs+].[CH:24]1[CH:29]=[CH:28][C:27]([CH2:30]Br)=[CH:26][CH:25]=1.